This data is from Catalyst prediction with 721,799 reactions and 888 catalyst types from USPTO. The task is: Predict which catalyst facilitates the given reaction. Reactant: C([O:8][C:9](=[O:28])[CH2:10][CH2:11][C:12]1[CH:17]=[CH:16][C:15]([O:18][CH2:19][C:20]([O:22][C:23]([CH3:26])([CH3:25])[CH3:24])=[O:21])=[C:14]([Cl:27])[CH:13]=1)C1C=CC=CC=1. Product: [C:23]([O:22][C:20]([CH2:19][O:18][C:15]1[CH:16]=[CH:17][C:12]([CH2:11][CH2:10][C:9]([OH:28])=[O:8])=[CH:13][C:14]=1[Cl:27])=[O:21])([CH3:26])([CH3:24])[CH3:25]. The catalyst class is: 123.